Task: Predict the reactants needed to synthesize the given product.. Dataset: Full USPTO retrosynthesis dataset with 1.9M reactions from patents (1976-2016) (1) Given the product [CH3:1][O:2][C:3]([CH2:5][O:6][C:7]1[C:16]2[C:11](=[CH:12][CH:13]=[CH:14][CH:15]=2)[C:10]([C:17]([N:39]2[CH2:40][CH2:41][N:36]([C:33]3[CH:32]=[CH:31][C:30]([O:29][CH2:28][CH2:27][CH2:26][N:20]4[CH2:21][CH2:22][CH2:23][CH2:24][CH2:25]4)=[CH:35][CH:34]=3)[CH2:37][CH2:38]2)=[O:19])=[CH:9][CH:8]=1)=[O:4], predict the reactants needed to synthesize it. The reactants are: [CH3:1][O:2][C:3]([CH2:5][O:6][C:7]1[C:16]2[C:11](=[CH:12][CH:13]=[CH:14][CH:15]=2)[C:10]([C:17]([OH:19])=O)=[CH:9][CH:8]=1)=[O:4].[N:20]1([CH2:26][CH2:27][CH2:28][O:29][C:30]2[CH:35]=[CH:34][C:33]([N:36]3[CH2:41][CH2:40][NH:39][CH2:38][CH2:37]3)=[CH:32][CH:31]=2)[CH2:25][CH2:24][CH2:23][CH2:22][CH2:21]1. (2) Given the product [C:1]([CH:3]1[CH2:4][CH2:5][N:6]([C:9]([C@H:11]([NH:16][C:17]([C:19]2[C:27]3[C:22](=[N:23][CH:24]=[C:25]([C:28]4[N:29]=[CH:30][N:31]([CH3:33])[CH:32]=4)[N:26]=3)[NH:21][CH:20]=2)=[O:18])[C:12]([CH3:15])([CH3:14])[CH3:13])=[O:10])[CH2:7][CH2:8]1)#[N:2], predict the reactants needed to synthesize it. The reactants are: [C:1]([CH:3]1[CH2:8][CH2:7][N:6]([C:9]([C@H:11]([NH:16][C:17]([C:19]2[C:27]3[C:22](=[N:23][CH:24]=[C:25]([C:28]4[N:29]=[CH:30][N:31]([CH3:33])[CH:32]=4)[N:26]=3)[N:21](COCC[Si](C)(C)C)[CH:20]=2)=[O:18])[C:12]([CH3:15])([CH3:14])[CH3:13])=[O:10])[CH2:5][CH2:4]1)#[N:2].C1(C2N=C3C(C(N[C@H](C(C)(C)C)C(=O)N4CCCC4)=O)=CN(COCC[Si](C)(C)C)C3=NC=2)CC1. (3) Given the product [CH2:29]([O:28][CH2:27][O:26][CH:11]1[CH2:10][CH:9]2[CH:13]([C:14](=[O:25])[N:15]([CH3:24])[CH2:16][CH2:17][CH2:18][CH2:19][CH:20]=[CH:21][CH:22]3[C:6]([C:4]([OH:5])=[O:3])([NH:7][C:8]2=[O:31])[CH2:23]3)[CH2:12]1)[CH3:30], predict the reactants needed to synthesize it. The reactants are: C([O:3][C:4]([C:6]12[CH2:23][CH:22]1[CH:21]=[CH:20][CH2:19][CH2:18][CH2:17][CH2:16][N:15]([CH3:24])[C:14](=[O:25])[CH:13]1[CH:9]([CH2:10][CH:11]([O:26][CH2:27][O:28][CH2:29][CH3:30])[CH2:12]1)[C:8](=[O:31])[NH:7]2)=[O:5])C.C1COCC1.[Li+].[OH-]. (4) Given the product [CH2:33]([CH:32]([C:31]1[C:26]2[N:27]([C:23]([C:21]3[S:22][C:18]([C:2]4[CH:7]=[CH:6][CH:5]=[C:4]([C:8]([F:11])([F:10])[F:9])[N:3]=4)=[CH:19][C:20]=3[CH3:39])=[C:24]([CH3:38])[N:25]=2)[N:28]=[C:29]([CH3:37])[CH:30]=1)[CH2:35][CH3:36])[CH3:34], predict the reactants needed to synthesize it. The reactants are: Cl[C:2]1[CH:7]=[CH:6][CH:5]=[C:4]([C:8]([F:11])([F:10])[F:9])[N:3]=1.C([Li])CCC.Br[C:18]1[S:22][C:21]([C:23]2[N:27]3[N:28]=[C:29]([CH3:37])[CH:30]=[C:31]([CH:32]([CH2:35][CH3:36])[CH2:33][CH3:34])[C:26]3=[N:25][C:24]=2[CH3:38])=[C:20]([CH3:39])[CH:19]=1. (5) Given the product [CH3:29][N:28]1[C:24]([O:12][CH2:11][CH2:10][CH2:9][C:8]2[C:4]([CH2:1][CH2:2][CH3:3])=[N:5][N:6]([C:13]3[CH:18]=[CH:17][C:16]([C:19]([F:21])([F:20])[F:22])=[CH:15][N:14]=3)[CH:7]=2)=[C:25]([CH2:30][C:31]([OH:33])=[O:32])[CH:26]=[N:27]1, predict the reactants needed to synthesize it. The reactants are: [CH2:1]([C:4]1[C:8]([CH2:9][CH2:10][CH2:11][OH:12])=[CH:7][N:6]([C:13]2[CH:18]=[CH:17][C:16]([C:19]([F:22])([F:21])[F:20])=[CH:15][N:14]=2)[N:5]=1)[CH2:2][CH3:3].O[C:24]1[N:28]([CH3:29])[N:27]=[CH:26][C:25]=1[CH2:30][C:31]([O:33]CC)=[O:32].C(P(CCCC)CCCC)CCC.N(C(N1CCCCC1)=O)=NC(N1CCCCC1)=O. (6) Given the product [Cl:1][C:2]1[CH:3]=[C:4]2[C:8](=[CH:9][CH:10]=1)[C:7]([C:21]([F:23])([F:22])[F:20])([OH:11])[C:6]([F:16])([S:12]([CH3:15])(=[O:13])=[O:14])[CH2:5]2, predict the reactants needed to synthesize it. The reactants are: [Cl:1][C:2]1[CH:3]=[C:4]2[C:8](=[CH:9][CH:10]=1)[C:7](=[O:11])[C:6]([F:16])([S:12]([CH3:15])(=[O:14])=[O:13])[CH2:5]2.C[Mg]Br.[F:20][C:21]([Si](C)(C)C)([F:23])[F:22].[F-].C([N+](CCCC)(CCCC)CCCC)CCC. (7) Given the product [F:1][C:2]([F:40])([F:41])[C:3]1[CH:4]=[C:5]([C@@H:13]2[C@H:14]([CH3:15])[N:16]([CH2:17][C:18]3[CH:23]=[C:22]([C:24]([F:25])([F:26])[F:27])[CH:21]=[CH:20][C:19]=3[C:28]3[CH:33]=[C:32]([CH:34]([CH3:35])[CH3:36])[CH:31]=[CH:30][C:29]=3[O:37][CH3:38])[C:56](=[N:57][C:58]#[N:59])[NH:39]2)[CH:6]=[C:7]([C:9]([F:11])([F:10])[F:12])[CH:8]=1, predict the reactants needed to synthesize it. The reactants are: [F:1][C:2]([F:41])([F:40])[C:3]1[CH:4]=[C:5]([C@@H:13]([NH2:39])[C@@H:14]([NH:16][CH2:17][C:18]2[CH:23]=[C:22]([C:24]([F:27])([F:26])[F:25])[CH:21]=[CH:20][C:19]=2[C:28]2[CH:33]=[C:32]([CH:34]([CH3:36])[CH3:35])[CH:31]=[CH:30][C:29]=2[O:37][CH3:38])[CH3:15])[CH:6]=[C:7]([C:9]([F:12])([F:11])[F:10])[CH:8]=1.C(N(CC)CC)C.C1C=CC(O[C:56](OC2C=CC=CC=2)=[N:57][C:58]#[N:59])=CC=1. (8) Given the product [CH:23]1([N:22]2[C:21]3[CH:29]=[CH:30][C:31]([C:33]([OH:35])=[O:34])=[CH:32][C:20]=3[N:19]=[C:18]2[C:13]2[CH:14]=[C:15]3[C:10](=[CH:11][CH:12]=2)[N:9]=[C:8]([C:40]2[CH:41]=[CH:42][C:43]4[O:48][CH2:47][C:46](=[O:49])[NH:45][C:44]=4[CH:50]=2)[CH:17]=[CH:16]3)[CH2:24][CH2:25][CH2:26][CH2:27][CH2:28]1, predict the reactants needed to synthesize it. The reactants are: BrC1C=CC(O)=C([C:8]2[CH:17]=[CH:16][C:15]3[C:10](=[CH:11][CH:12]=[C:13]([C:18]4[N:22]([CH:23]5[CH2:28][CH2:27][CH2:26][CH2:25][CH2:24]5)[C:21]5[CH:29]=[CH:30][C:31]([C:33]([OH:35])=[O:34])=[CH:32][C:20]=5[N:19]=4)[CH:14]=3)[N:9]=2)C=1.C([C:40]1[CH:41]=[CH:42][C:43]2[O:48][CH2:47][C:46](=[O:49])[NH:45][C:44]=2[CH:50]=1)(=O)C.[OH-].[K+]. (9) Given the product [C:38]([OH:43])(=[O:42])[C:39]([OH:41])=[O:40].[CH:13]([CH:7]1[C:8]2[C:3](=[CH:2][CH:11]=[CH:10][C:9]=2[CH3:12])[CH2:4][CH2:5][N:6]1[C:16](=[O:27])[CH2:17][NH:18][CH2:19][C:20]1([OH:26])[CH2:25][CH2:24][CH2:23][CH2:22][CH2:21]1)([CH3:15])[CH3:14], predict the reactants needed to synthesize it. The reactants are: Br[C:2]1[CH:11]=[CH:10][C:9]([CH3:12])=[C:8]2[C:3]=1[CH2:4][CH2:5][N:6]([C:16](=[O:27])[CH2:17][NH:18][CH2:19][C:20]1([OH:26])[CH2:25][CH2:24][CH2:23][CH2:22][CH2:21]1)[CH:7]2[CH:13]([CH3:15])[CH3:14].CCO.C(N(CC)CC)C.[C:38]([OH:43])(=[O:42])[C:39]([OH:41])=[O:40].